This data is from Catalyst prediction with 721,799 reactions and 888 catalyst types from USPTO. The task is: Predict which catalyst facilitates the given reaction. (1) Reactant: [H-].[Na+].[CH3:3][O:4][CH:5]([O:15][CH3:16])[CH2:6][NH:7][S:8]([CH2:11][CH2:12][CH2:13]Cl)(=[O:10])=[O:9]. Product: [CH3:3][O:4][CH:5]([O:15][CH3:16])[CH2:6][N:7]1[CH2:13][CH2:12][CH2:11][S:8]1(=[O:10])=[O:9]. The catalyst class is: 9. (2) Reactant: [CH3:1][O:2][C:3](=[O:55])/[C:4](/[N:41]1[CH2:45][CH2:44][C@H:43]([NH:46][C:47]([O:49][C:50]([CH3:53])([CH3:52])[CH3:51])=[O:48])[C:42]1=[O:54])=[CH:5]\[C:6]1[CH:7]=[C:8]2[C:13](=[CH:14][C:15]=1[O:16][C:17]([F:20])([F:19])[F:18])[C:12]([NH:21][C:22]([C:35]1[CH:40]=[CH:39][CH:38]=[CH:37][CH:36]=1)([C:29]1[CH:34]=[CH:33][CH:32]=[CH:31][CH:30]=1)[C:23]1[CH:28]=[CH:27][CH:26]=[CH:25][CH:24]=1)=[N:11][CH:10]=[CH:9]2. Product: [CH3:1][O:2][C:3](=[O:55])[C@H:4]([N:41]1[CH2:45][CH2:44][C@H:43]([NH:46][C:47]([O:49][C:50]([CH3:51])([CH3:52])[CH3:53])=[O:48])[C:42]1=[O:54])[CH2:5][C:6]1[CH:7]=[C:8]2[C:13](=[CH:14][C:15]=1[O:16][C:17]([F:20])([F:19])[F:18])[C:12]([NH:21][C:22]([C:23]1[CH:24]=[CH:25][CH:26]=[CH:27][CH:28]=1)([C:35]1[CH:40]=[CH:39][CH:38]=[CH:37][CH:36]=1)[C:29]1[CH:34]=[CH:33][CH:32]=[CH:31][CH:30]=1)=[N:11][CH:10]=[CH:9]2. The catalyst class is: 5. (3) Reactant: [Br:1][C:2]1[CH:7]=[CH:6][C:5]([Cl:8])=[C:4]([CH2:9][C:10]2[CH:15]=[CH:14][C:13]([CH2:16][O:17][CH:18]=[CH2:19])=[CH:12][CH:11]=2)[CH:3]=1.[Zn](CC)[CH2:21]C.ICI. Product: [Br:1][C:2]1[CH:7]=[CH:6][C:5]([Cl:8])=[C:4]([CH2:9][C:10]2[CH:15]=[CH:14][C:13]([CH2:16][O:17][CH:18]3[CH2:21][CH2:19]3)=[CH:12][CH:11]=2)[CH:3]=1. The catalyst class is: 27. (4) Reactant: Br[C:2]1[CH:3]=[CH:4][C:5]2[N:6]([CH:8]=[C:9]([NH:11]C(=O)C(F)(F)F)[N:10]=2)[CH:7]=1.[CH3:18][O:19][C:20]1[CH:25]=[CH:24][C:23](B(O)O)=[CH:22][N:21]=1.C([O-])([O-])=O.[Cs+].[Cs+].O. Product: [CH3:18][O:19][C:20]1[N:21]=[CH:22][C:23]([C:2]2[CH:3]=[CH:4][C:5]3[N:6]([CH:8]=[C:9]([NH2:11])[N:10]=3)[CH:7]=2)=[CH:24][CH:25]=1. The catalyst class is: 203. (5) Reactant: [NH3:1].O.[Br:3][C:4]1[N:9]=[C:8]([C:10](Cl)=[O:11])[CH:7]=[CH:6][CH:5]=1. Product: [Br:3][C:4]1[N:9]=[C:8]([C:10]([NH2:1])=[O:11])[CH:7]=[CH:6][CH:5]=1. The catalyst class is: 1. (6) Reactant: [C:1]([O:5][C:6]([N:8]1[CH2:13][CH2:12][N:11]([C:14]2[CH:22]=[CH:21][C:20]([N+:23]([O-])=O)=[C:19]3[C:15]=2[CH2:16][N:17]([CH3:27])[C:18]3=[O:26])[CH2:10][CH2:9]1)=[O:7])([CH3:4])([CH3:3])[CH3:2].Cl.[OH-].[Na+]. Product: [C:1]([O:5][C:6]([N:8]1[CH2:9][CH2:10][N:11]([C:14]2[CH:22]=[CH:21][C:20]([NH2:23])=[C:19]3[C:15]=2[CH2:16][N:17]([CH3:27])[C:18]3=[O:26])[CH2:12][CH2:13]1)=[O:7])([CH3:4])([CH3:3])[CH3:2]. The catalyst class is: 186. (7) Reactant: S(OC)(O[CH3:5])(=O)=O.[OH:8][C:9]1[CH:14]=[CH:13][C:12]([C:15](=[O:17])[CH3:16])=[CH:11][C:10]=1[CH3:18].C(=O)([O-])[O-].[K+].[K+]. Product: [CH3:5][O:8][C:9]1[CH:14]=[CH:13][C:12]([C:15](=[O:17])[CH3:16])=[CH:11][C:10]=1[CH3:18]. The catalyst class is: 21. (8) Reactant: [F-].C([N+](CCCC)(CCCC)CCCC)CCC.[Cl:19][C:20]1[CH:28]=[C:27]2[C:23]([C:24]([NH:37][C:38](=[O:42])[CH2:39][CH2:40][CH3:41])=[N:25][N:26]2COCC[Si](C)(C)C)=[CH:22][C:21]=1[C:43]1[CH:48]=[CH:47][C:46]([O:49][CH2:50][C:51]2[CH:56]=[CH:55][CH:54]=[CH:53][CH:52]=2)=[CH:45][CH:44]=1.C(OCC)(=O)C. Product: [Cl:19][C:20]1[CH:28]=[C:27]2[C:23]([C:24]([NH:37][C:38](=[O:42])[CH2:39][CH2:40][CH3:41])=[N:25][NH:26]2)=[CH:22][C:21]=1[C:43]1[CH:48]=[CH:47][C:46]([O:49][CH2:50][C:51]2[CH:52]=[CH:53][CH:54]=[CH:55][CH:56]=2)=[CH:45][CH:44]=1. The catalyst class is: 7. (9) Reactant: [CH3:1][O:2][C:3]1[CH:4]=[C:5]([C:25]2[CH2:26][CH2:27][N:28]([CH3:31])[CH2:29][CH:30]=2)[CH:6]=[C:7]2[C:11]=1[C:10](=[O:12])[N:9]([CH2:13][C:14]1[CH:19]=[CH:18][C:17]([O:20][C:21]([F:24])([F:23])[F:22])=[CH:16][CH:15]=1)[CH2:8]2.[H][H]. Product: [CH3:1][O:2][C:3]1[CH:4]=[C:5]([CH:25]2[CH2:26][CH2:27][N:28]([CH3:31])[CH2:29][CH2:30]2)[CH:6]=[C:7]2[C:11]=1[C:10](=[O:12])[N:9]([CH2:13][C:14]1[CH:15]=[CH:16][C:17]([O:20][C:21]([F:22])([F:23])[F:24])=[CH:18][CH:19]=1)[CH2:8]2. The catalyst class is: 19.